Predict the product of the given reaction. From a dataset of Forward reaction prediction with 1.9M reactions from USPTO patents (1976-2016). Given the reactants [Na+].[I-].Cl[CH2:4][CH2:5][CH:6]([N:13]1[C:21]2[C:16](=[CH:17][CH:18]=[CH:19][CH:20]=2)[CH:15]=[CH:14]1)[C:7]1[CH:12]=[CH:11][CH:10]=[CH:9][CH:8]=1.O.[CH3:23][NH2:24], predict the reaction product. The product is: [N:13]1([CH:6]([C:7]2[CH:12]=[CH:11][CH:10]=[CH:9][CH:8]=2)[CH2:5][CH2:4][NH:24][CH3:23])[C:21]2[C:16](=[CH:17][CH:18]=[CH:19][CH:20]=2)[CH:15]=[CH:14]1.